The task is: Predict the reactants needed to synthesize the given product.. This data is from Full USPTO retrosynthesis dataset with 1.9M reactions from patents (1976-2016). (1) Given the product [CH:11]1[C:10]([NH:18][C:27]([NH:26][C:23]2[CH:22]=[CH:21][C:20]([Cl:19])=[CH:25][CH:24]=2)=[O:28])=[CH:9][CH:8]=[C:13]([S:14]([NH2:17])(=[O:15])=[O:16])[CH:12]=1, predict the reactants needed to synthesize it. The reactants are: NC1C=CC([C:8]2[C:13]([S:14]([NH2:17])(=[O:16])=[O:15])=[CH:12][CH:11]=[C:10]([NH2:18])[CH:9]=2)=CC=1.[Cl:19][C:20]1[CH:25]=[CH:24][C:23]([N:26]=[C:27]=[O:28])=[CH:22][CH:21]=1.[K+].[Br-].NC(N)=O. (2) Given the product [ClH:1].[NH2:18][CH2:17][CH2:16][O:15][CH2:14][CH2:13][O:12][CH2:11][CH2:10][O:9][CH2:8][CH2:7][OH:6], predict the reactants needed to synthesize it. The reactants are: [ClH:1].C([O:6][CH2:7][CH2:8][O:9][CH2:10][CH2:11][O:12][CH2:13][CH2:14][O:15][CH2:16][CH2:17][NH2:18])(C)(C)C.